This data is from Forward reaction prediction with 1.9M reactions from USPTO patents (1976-2016). The task is: Predict the product of the given reaction. (1) Given the reactants [C:1]1([S:7]([N:10]2[C:18]3[C:13](=[N:14][CH:15]=[C:16]([C:19]4[C:20]([CH3:25])=[N:21][O:22][C:23]=4[CH3:24])[CH:17]=3)[C:12](I)=[CH:11]2)(=[O:9])=[O:8])[CH:6]=[CH:5][CH:4]=[CH:3][CH:2]=1.[C:27]([O:31][CH2:32][C:33]1[CH:38]=[CH:37][CH:36]=[CH:35][CH:34]=1)(=[O:30])[CH:28]=[CH2:29].O.Cl, predict the reaction product. The product is: [C:1]1([S:7]([N:10]2[C:18]3[C:13](=[N:14][CH:15]=[C:16]([C:19]4[C:20]([CH3:25])=[N:21][O:22][C:23]=4[CH3:24])[CH:17]=3)[C:12](/[CH:29]=[CH:28]/[C:27]([O:31][CH2:32][C:33]3[CH:38]=[CH:37][CH:36]=[CH:35][CH:34]=3)=[O:30])=[CH:11]2)(=[O:9])=[O:8])[CH:6]=[CH:5][CH:4]=[CH:3][CH:2]=1. (2) Given the reactants [H-].[Na+].[F:3][CH:4]([F:30])[C:5]1[CH:6]=[C:7]([N:11]2[C:16]3[CH2:17][CH2:18][C:19](=[O:20])[C:15]=3[CH:14]([C:21]3[CH:28]=[CH:27][C:24]([C:25]#[N:26])=[CH:23][CH:22]=3)[NH:13][C:12]2=[O:29])[CH:8]=[CH:9][CH:10]=1.[CH3:31]I.O, predict the reaction product. The product is: [F:30][CH:4]([F:3])[C:5]1[CH:6]=[C:7]([N:11]2[C:16]3[CH2:17][CH2:18][C:19](=[O:20])[C:15]=3[CH:14]([C:21]3[CH:22]=[CH:23][C:24]([C:25]#[N:26])=[CH:27][CH:28]=3)[N:13]([CH3:31])[C:12]2=[O:29])[CH:8]=[CH:9][CH:10]=1. (3) Given the reactants Cl.[Cl:2][C:3]1[C:8]([Cl:9])=[CH:7][CH:6]=[CH:5][C:4]=1[NH:10][NH2:11].[O-]CC.[Na+].C(O[CH:19]=[C:20]([C:23]#[N:24])[C:21]#[N:22])C.O, predict the reaction product. The product is: [NH2:24][C:23]1[N:10]([C:4]2[CH:5]=[CH:6][CH:7]=[C:8]([Cl:9])[C:3]=2[Cl:2])[N:11]=[CH:19][C:20]=1[C:21]#[N:22]. (4) The product is: [CH:1]1([N:4]2[C:9](=[O:10])[C:8]3[C:11]([NH:18][C:19]4[CH:24]=[CH:23][C:22]([I:25])=[CH:21][C:20]=4[F:26])=[C:12]([F:17])[C:13](=[O:16])[N:14]([CH3:15])[C:7]=3[C:6]([C:27]3[CH:28]=[C:29]([N:33]([CH3:38])[S:34]([CH3:37])(=[O:35])=[O:36])[CH:30]=[CH:31][CH:32]=3)=[N:5]2)[CH2:2][CH2:3]1. Given the reactants [CH:1]1([N:4]2[C:9](=[O:10])[C:8]3[C:11]([NH:18][C:19]4[CH:24]=[CH:23][C:22]([I:25])=[CH:21][C:20]=4[F:26])=[C:12]([F:17])[C:13](=[O:16])[N:14]([CH3:15])[C:7]=3[C:6]([C:27]3[CH:28]=[C:29]([NH:33][S:34]([CH3:37])(=[O:36])=[O:35])[CH:30]=[CH:31][CH:32]=3)=[N:5]2)[CH2:3][CH2:2]1.[C:38]([O-])([O-])=O.[K+].[K+].CI, predict the reaction product. (5) Given the reactants [F:1][C:2]([F:11])([F:10])[C:3]1[CH:4]=[CH:5][C:6](N)=[N:7][CH:8]=1.N1C=CC=C[CH:13]=1.Cl[C:19]([O:21][C:22]1[CH:27]=[CH:26][C:25]([N+:28]([O-:30])=[O:29])=[CH:24][CH:23]=1)=[O:20], predict the reaction product. The product is: [N+:28]([C:25]1[CH:26]=[CH:27][C:22]([O:21][C:19](=[O:20])[NH:7][C:6]2[CH:13]=[CH:8][C:3]([C:2]([F:11])([F:10])[F:1])=[CH:4][CH:5]=2)=[CH:23][CH:24]=1)([O-:30])=[O:29]. (6) Given the reactants CCOCC.[CH3:6][O:7][C:8]([CH3:16])([CH3:15])[CH2:9][CH2:10][O:11][CH2:12][CH:13]=[CH2:14], predict the reaction product. The product is: [CH3:6][O:7][C:8]([CH3:15])([CH3:16])[CH2:9][CH2:10][O:11][CH2:12][CH2:13][CH3:14]. (7) Given the reactants [O:1]1[C:9]2[CH:8]=[CH:7][N:6]=[CH:5][C:4]=2[N:3]=[C:2]1[C:10]1[CH:19]=[CH:18][C:13]([C:14]([O:16]C)=[O:15])=[CH:12][CH:11]=1.[Li+:20].[OH-], predict the reaction product. The product is: [O:1]1[C:9]2[CH:8]=[CH:7][N:6]=[CH:5][C:4]=2[N:3]=[C:2]1[C:10]1[CH:11]=[CH:12][C:13]([C:14]([O-:16])=[O:15])=[CH:18][CH:19]=1.[Li+:20]. (8) Given the reactants C([O:3][C:4]([C:6]1[C:7](=[O:25])[N:8]([C:15]2[CH:20]=[CH:19][CH:18]=[C:17]([C:21]([F:24])([F:23])[F:22])[CH:16]=2)[C:9]([CH3:14])=[C:10]([CH2:12][CH3:13])[CH:11]=1)=[O:5])C.[OH-].[Na+], predict the reaction product. The product is: [CH2:12]([C:10]1[CH:11]=[C:6]([C:4]([OH:5])=[O:3])[C:7](=[O:25])[N:8]([C:15]2[CH:20]=[CH:19][CH:18]=[C:17]([C:21]([F:23])([F:24])[F:22])[CH:16]=2)[C:9]=1[CH3:14])[CH3:13]. (9) Given the reactants [N:1]1[CH:6]=[CH:5][CH:4]=[C:3]([C:7]2[CH:12]=[C:11]([C:13]([F:16])([F:15])[F:14])[CH:10]=[CH:9][C:8]=2/[CH:17]=[CH:18]/[C:19](O)=[O:20])[CH:2]=1.[NH2:22][C:23]1[CH:24]=[N:25][C:26]2[C:31]([CH:32]=1)=[CH:30][CH:29]=[CH:28][CH:27]=2, predict the reaction product. The product is: [N:1]1[CH:6]=[CH:5][CH:4]=[C:3]([C:7]2[CH:12]=[C:11]([C:13]([F:15])([F:16])[F:14])[CH:10]=[CH:9][C:8]=2/[CH:17]=[CH:18]/[C:19]([NH:22][C:23]2[CH:24]=[N:25][C:26]3[C:31]([CH:32]=2)=[CH:30][CH:29]=[CH:28][CH:27]=3)=[O:20])[CH:2]=1.